Predict which catalyst facilitates the given reaction. From a dataset of Catalyst prediction with 721,799 reactions and 888 catalyst types from USPTO. (1) Reactant: C[O:2][C:3](=O)[CH2:4][N:5]1[CH2:10][CH2:9][CH:8]([C:11]([F:14])([F:13])[F:12])[CH2:7][CH2:6]1.[H-].[Al+3].[Li+].[H-].[H-].[H-]. Product: [F:13][C:11]([F:12])([F:14])[CH:8]1[CH2:9][CH2:10][N:5]([CH2:4][CH2:3][OH:2])[CH2:6][CH2:7]1. The catalyst class is: 1. (2) Reactant: [Cl:1][C:2]1[C:3]([O:12][C:13]2[CH:18]=[C:17]([O:19][CH2:20][CH2:21][O:22][CH3:23])[CH:16]=[CH:15][C:14]=2[CH2:24][CH2:25][C:26]([O:28]CC)=[O:27])=[N:4][CH:5]=[C:6]([C:8]([F:11])([F:10])[F:9])[CH:7]=1.[OH-].[Na+].Cl. Product: [Cl:1][C:2]1[C:3]([O:12][C:13]2[CH:18]=[C:17]([O:19][CH2:20][CH2:21][O:22][CH3:23])[CH:16]=[CH:15][C:14]=2[CH2:24][CH2:25][C:26]([OH:28])=[O:27])=[N:4][CH:5]=[C:6]([C:8]([F:9])([F:11])[F:10])[CH:7]=1. The catalyst class is: 214. (3) Reactant: [Br:1][C:2]1[CH:3]=[C:4]([CH2:8][CH2:9][C:10](O)=[O:11])[CH:5]=[CH:6][CH:7]=1.[BH4-].[Na+].[OH-].[Na+]. Product: [Br:1][C:2]1[CH:3]=[C:4]([CH2:8][CH2:9][CH2:10][OH:11])[CH:5]=[CH:6][CH:7]=1. The catalyst class is: 1. (4) Reactant: [Br:1][C:2]1[CH:3]=[C:4]([O:12][CH:13]([CH2:15][CH3:16])[CH3:14])[C:5]([CH3:11])=[C:6]([CH:10]=1)[C:7]([OH:9])=O.Cl.[NH2:18][CH2:19][C:20]1[C:21](=[O:28])[NH:22][C:23]([CH3:27])=[CH:24][C:25]=1[CH3:26].C1C=NC2N(O)N=NC=2C=1.CN1CCOCC1.C(Cl)CCl. Product: [Br:1][C:2]1[CH:3]=[C:4]([O:12][CH:13]([CH2:15][CH3:16])[CH3:14])[C:5]([CH3:11])=[C:6]([CH:10]=1)[C:7]([NH:18][CH2:19][C:20]1[C:21](=[O:28])[NH:22][C:23]([CH3:27])=[CH:24][C:25]=1[CH3:26])=[O:9]. The catalyst class is: 4. (5) Reactant: [F:1][CH:2]([F:5])[CH2:3]Cl.[CH2:6]([NH2:13])[C:7]1[CH:12]=[CH:11][CH:10]=[CH:9][CH:8]=1.C(N(CC)CC)C.Cl. Product: [CH2:6]([NH:13][CH2:3][CH:2]([F:5])[F:1])[C:7]1[CH:12]=[CH:11][CH:10]=[CH:9][CH:8]=1. The catalyst class is: 60. (6) Reactant: [Br:1][C:2]1[C:7](C(O)=O)=[C:6]([OH:11])[C:5]([O:12][CH3:13])=[CH:4][CH:3]=1.C1(P(N=[N+]=[N-])(C2C=CC=CC=2)=[O:21])C=CC=CC=1.C([N:33]([CH2:36]C)CC)C. Product: [Br:1][C:2]1[C:7]2[NH:33][C:36](=[O:21])[O:11][C:6]=2[C:5]([O:12][CH3:13])=[CH:4][CH:3]=1. The catalyst class is: 11.